This data is from Catalyst prediction with 721,799 reactions and 888 catalyst types from USPTO. The task is: Predict which catalyst facilitates the given reaction. (1) Reactant: F[C:2]1[CH:7]=[CH:6][C:5]([S:8]([CH3:11])(=[O:10])=[O:9])=[C:4]([CH3:12])[CH:3]=1.[NH2:13][C:14]1([CH2:19][OH:20])[CH2:18][CH2:17][CH2:16][CH2:15]1.CCN(C(C)C)C(C)C. Product: [CH3:11][S:8]([C:5]1[CH:6]=[CH:7][C:2]([NH:13][C:14]2([CH2:19][OH:20])[CH2:18][CH2:17][CH2:16][CH2:15]2)=[CH:3][C:4]=1[CH3:12])(=[O:10])=[O:9]. The catalyst class is: 16. (2) Reactant: [NH2:1][C:2]1[NH:6][N:5]=[CH:4][C:3]=1[C:7]#[N:8].[CH3:9][O:10][C:11]1[CH:18]=[C:17]([O:19][CH3:20])[CH:16]=[CH:15][C:12]=1[CH:13]=O.[CH:21]([N+:24]#[C-:25])([CH3:23])[CH3:22].Cl(O)(=O)(=O)=O. Product: [CH3:9][O:10][C:11]1[CH:18]=[C:17]([O:19][CH3:20])[CH:16]=[CH:15][C:12]=1[C:13]1[NH:1][C:2]2[N:6]([C:25]=1[NH:24][CH:21]([CH3:23])[CH3:22])[N:5]=[CH:4][C:3]=2[C:7]#[N:8]. The catalyst class is: 5. (3) Reactant: [CH2:1]([OH:23])[C@H:2]1[O:7][C@@H:6]([O:8][C@H:9]2[C@H:14]([OH:15])[C@@H:13]([OH:16])[C@@H:12]([OH:17])[O:11][C@@H:10]2[CH2:18][OH:19])[C@H:5]([OH:20])[C@@H:4]([OH:21])[C@@H:3]1[OH:22].[CH2:24](O)[CH:25]=[CH2:26].FC(F)(F)S(O[Si](C)(C)C)(=O)=O.C[O-].[Na+]. Product: [C@@H:6]1([O:8][C@@H:9]2[C@@H:10]([CH2:18][OH:19])[O:11][CH:12]([O:17][CH2:26][CH:25]=[CH2:24])[C@H:13]([OH:16])[C@H:14]2[OH:15])[O:7][C@H:2]([CH2:1][OH:23])[C@@H:3]([OH:22])[C@H:4]([OH:21])[C@H:5]1[OH:20]. The catalyst class is: 34. (4) Product: [CH3:1][O:2][C:3]([C@H:5]1[CH2:6][CH2:7][C@H:8]([C:11]2[N:19]3[C:14]([C:15](=[O:21])[NH:16][C:17]([NH2:20])=[N:18]3)=[C:13]([Br:29])[N:12]=2)[CH2:9][CH2:10]1)=[O:4]. The catalyst class is: 3. Reactant: [CH3:1][O:2][C:3]([C@H:5]1[CH2:10][CH2:9][C@H:8]([C:11]2[N:19]3[C:14]([C:15](=[O:21])[NH:16][C:17]([NH2:20])=[N:18]3)=[CH:13][N:12]=2)[CH2:7][CH2:6]1)=[O:4].C1C(=O)N([Br:29])C(=O)C1.O.